This data is from Catalyst prediction with 721,799 reactions and 888 catalyst types from USPTO. The task is: Predict which catalyst facilitates the given reaction. (1) Reactant: [CH2:1]([O:8][C:9]([NH:11][C@@H:12]([CH2:16][CH2:17][CH2:18][CH2:19][NH:20][C:21]([O:23][C:24]([CH3:27])([CH3:26])[CH3:25])=[O:22])[C:13]([OH:15])=O)=[O:10])[C:2]1[CH:7]=[CH:6][CH:5]=[CH:4][CH:3]=1.CN(C(ON1N=NC2C=CC=CC1=2)=[N+](C)C)C.[B-](F)(F)(F)F.C1C=CC2N(O)N=NC=2C=1.CCN(C(C)C)C(C)C.O[N:70]=[C:71]([C:73]1[CH:78]=[CH:77][C:76]([C:79]2[CH:84]=[CH:83][CH:82]=[CH:81][CH:80]=2)=[CH:75][CH:74]=1)[NH2:72]. Product: [CH2:1]([O:8][C:9]([NH:11][C@H:12]([C:13]1[O:15][N:72]=[C:71]([C:73]2[CH:78]=[CH:77][C:76]([C:79]3[CH:80]=[CH:81][CH:82]=[CH:83][CH:84]=3)=[CH:75][CH:74]=2)[N:70]=1)[CH2:16][CH2:17][CH2:18][CH2:19][NH:20][C:21](=[O:22])[O:23][C:24]([CH3:27])([CH3:26])[CH3:25])=[O:10])[C:2]1[CH:3]=[CH:4][CH:5]=[CH:6][CH:7]=1. The catalyst class is: 18. (2) Reactant: [N+:1]([C:4]1[C:5]([CH:10]=[CH2:11])=[N:6][CH:7]=[CH:8][CH:9]=1)([O-:3])=[O:2].[NH2:12][CH:13]1[CH2:18][CH2:17][N:16]([C:19]([O:21][C:22]([CH3:25])([CH3:24])[CH3:23])=[O:20])[CH2:15][CH2:14]1.C(N(CC)CC)C. Product: [N+:1]([C:4]1[C:5]([CH2:10][CH2:11][NH:12][CH:13]2[CH2:14][CH2:15][N:16]([C:19]([O:21][C:22]([CH3:25])([CH3:24])[CH3:23])=[O:20])[CH2:17][CH2:18]2)=[N:6][CH:7]=[CH:8][CH:9]=1)([O-:3])=[O:2]. The catalyst class is: 8. (3) Reactant: [ClH:1].[NH2:2][C:3]1[CH:11]=[C:10]([C:12]([O:14][CH3:15])=[O:13])[CH:9]=[C:8]2[C:4]=1[CH:5]=[CH:6][N:7]2[CH2:16][CH3:17].CCN([CH2:23][CH3:24])CC.[Cl:25][CH2:26][CH2:27][CH2:28][S:29](Cl)(=[O:31])=[O:30]. Product: [Cl:25][CH2:26][CH2:27][CH2:28][S:29]([N:2]([S:29]([CH2:28][CH2:23][CH2:24][Cl:1])(=[O:31])=[O:30])[C:3]1[CH:11]=[C:10]([C:12]([O:14][CH3:15])=[O:13])[CH:9]=[C:8]2[C:4]=1[CH:5]=[CH:6][N:7]2[CH2:16][CH3:17])(=[O:31])=[O:30]. The catalyst class is: 2. (4) Reactant: [N-]=[C:2]=[O:3].[F:4][C:5]1[CH:33]=[CH:32][C:8]([CH2:9][N:10]2[C:18]3[C:13](=[CH:14][CH:15]=[CH:16][CH:17]=3)[C:12]3[CH2:19][C@@H:20]([CH2:30][OH:31])[N:21]([C:23]([O:25]C(C)(C)C)=O)[CH2:22][C:11]2=3)=[CH:7][CH:6]=1.CS(C)=O.[N:38](CCCC(OC(C)(C)C)=O)=[C:39]=O.[CH2:51]1[CH2:55][O:54][CH2:53][CH2:52]1.[CH3:56]O. Product: [F:4][C:5]1[CH:6]=[CH:7][C:8]([CH2:9][N:10]2[C:18]3[CH:17]=[CH:16][CH:15]=[CH:14][C:13]=3[C:12]3[CH2:19][C@H:20]4[C:30](=[O:31])[N:38]([CH2:39][C:52]([CH3:56])([CH3:53])[CH2:51][C:55]([O:3][CH3:2])=[O:54])[C:23](=[O:25])[N:21]4[CH2:22][C:11]2=3)=[CH:32][CH:33]=1. The catalyst class is: 95. (5) Reactant: Br[C:2]1[CH:11]=[CH:10][C:5]2[N:6]=[C:7]([CH3:9])[S:8][C:4]=2[CH:3]=1.[Cl-].[Li+].[CH3:14][Sn:15]([CH3:21])([CH3:20])[Sn:15]([CH3:21])([CH3:20])[CH3:14].CCOC(C)=O.CCCCCCC. Product: [CH3:9][C:7]1[S:8][C:4]2[CH:3]=[C:2]([Sn:15]([CH3:21])([CH3:20])[CH3:14])[CH:11]=[CH:10][C:5]=2[N:6]=1. The catalyst class is: 77. (6) Reactant: [C:1]([C:5]1[CH:6]=[C:7]2[C:12](=[C:13]([F:15])[CH:14]=1)[C:11](=[O:16])[N:10]([C:17]1[CH:27]=[CH:26][CH:25]=[C:24]([C:28]3[CH:33]=[CH:32][N:31]=[C:30]([NH:34][C:35]4[CH:40]=[CH:39][C:38]([C:41]([N:43]5[CH2:48][CH2:47][O:46][CH2:45][CH2:44]5)=[O:42])=[CH:37][N:36]=4)[CH:29]=3)[C:18]=1[CH2:19][O:20]C(=O)C)[N:9]=[CH:8]2)([CH3:4])([CH3:3])[CH3:2].C([O-])([O-])=O.[K+].[K+].O. Product: [C:1]([C:5]1[CH:6]=[C:7]2[C:12](=[C:13]([F:15])[CH:14]=1)[C:11](=[O:16])[N:10]([C:17]1[CH:27]=[CH:26][CH:25]=[C:24]([C:28]3[CH:33]=[CH:32][N:31]=[C:30]([NH:34][C:35]4[CH:40]=[CH:39][C:38]([C:41]([N:43]5[CH2:48][CH2:47][O:46][CH2:45][CH2:44]5)=[O:42])=[CH:37][N:36]=4)[CH:29]=3)[C:18]=1[CH2:19][OH:20])[N:9]=[CH:8]2)([CH3:4])([CH3:2])[CH3:3]. The catalyst class is: 5.